Dataset: Forward reaction prediction with 1.9M reactions from USPTO patents (1976-2016). Task: Predict the product of the given reaction. (1) Given the reactants Cl[C:2]1[N:7]2[N:8]=[C:9]([NH:11][C:12](=[O:19])[C:13]3[CH:18]=[CH:17][CH:16]=[N:15][CH:14]=3)[N:10]=[C:6]2[CH:5]=[CH:4][CH:3]=1.[C:20]([CH:24]1[CH2:29][CH2:28][CH:27]([NH2:30])[CH2:26][CH2:25]1)([CH3:23])([CH3:22])[CH3:21], predict the reaction product. The product is: [C:20]([CH:24]1[CH2:25][CH2:26][CH:27]([NH:30][C:2]2[N:7]3[N:8]=[C:9]([NH:11][C:12](=[O:19])[C:13]4[CH:18]=[CH:17][CH:16]=[N:15][CH:14]=4)[N:10]=[C:6]3[CH:5]=[CH:4][CH:3]=2)[CH2:28][CH2:29]1)([CH3:23])([CH3:21])[CH3:22]. (2) Given the reactants [O:1]1[C:5]2([CH2:10][CH2:9][CH2:8][CH2:7][CH:6]2[C:11]([OH:13])=O)[O:4][CH2:3][CH2:2]1.C[O-].[Na+].S(Cl)([Cl:19])=O, predict the reaction product. The product is: [O:1]1[C:5]2([CH2:10][CH2:9][CH2:8][CH2:7][CH:6]2[C:11]([Cl:19])=[O:13])[O:4][CH2:3][CH2:2]1. (3) Given the reactants [CH2:1]([O:3][CH:4]([O:15][CH2:16][CH3:17])[C:5]1[C:6]2[N:7]([CH:11]=[C:12]([CH3:14])[N:13]=2)[CH:8]=[CH:9][CH:10]=1)[CH3:2].[CH2:18]([CH:20]([C:23]1[C:24]2[N:25]([C:30](I)=[C:31]([CH3:33])[N:32]=2)[N:26]=[C:27]([CH3:29])[CH:28]=1)[CH2:21][CH3:22])[CH3:19], predict the reaction product. The product is: [CH2:1]([O:3][CH:4]([O:15][CH2:16][CH3:17])[C:5]1[C:6]2[N:7]([C:11]([C:30]3[N:25]4[N:26]=[C:27]([CH3:29])[CH:28]=[C:23]([CH:20]([CH2:18][CH3:19])[CH2:21][CH3:22])[C:24]4=[N:32][C:31]=3[CH3:33])=[C:12]([CH3:14])[N:13]=2)[CH:8]=[CH:9][CH:10]=1)[CH3:2]. (4) Given the reactants [CH3:1][C:2]1[N:7]=[C:6]2[NH:8][N:9]=[CH:10][C:5]2=[C:4]([NH2:11])[N:3]=1.[F:12][C:13]1[CH:18]=[CH:17][C:16](I)=[CH:15][N:14]=1, predict the reaction product. The product is: [F:12][C:13]1[N:14]=[CH:15][C:16]([N:8]2[C:6]3=[N:7][C:2]([CH3:1])=[N:3][C:4]([NH2:11])=[C:5]3[CH:10]=[N:9]2)=[CH:17][CH:18]=1. (5) Given the reactants [OH:1][C:2]1[CH:11]=[C:10]([NH:12][CH3:13])[C:9]([N+:14]([O-:16])=[O:15])=[CH:8][C:3]=1[C:4]([O:6][CH3:7])=[O:5].[CH2:17](Cl)[C:18](=[CH2:20])[CH3:19].C(=O)([O-])[O-].[K+].[K+], predict the reaction product. The product is: [CH3:19][C:18](=[CH2:17])[CH2:20][O:1][C:2]1[CH:11]=[C:10]([NH:12][CH3:13])[C:9]([N+:14]([O-:16])=[O:15])=[CH:8][C:3]=1[C:4]([O:6][CH3:7])=[O:5]. (6) Given the reactants [CH:1]1([C:4]2[C:12]([C:13]3[NH:17][C:16]([O:18][CH3:19])=[N:15][N:14]=3)=[CH:11][C:7]([C:8]([OH:10])=O)=[C:6]([CH3:20])[CH:5]=2)[CH2:3][CH2:2]1.Cl.[F:22][C:23]1([C:27]2[CH:34]=[CH:33][C:30]([C:31]#[N:32])=[CH:29][CH:28]=2)[CH2:26][NH:25][CH2:24]1.CC1NC(C2C=C(C=CC=2C)C(O)=O)=C(C)N=1.Cl.N1CC(C2C=CC(C#N)=CC=2)C1, predict the reaction product. The product is: [CH:1]1([C:4]2[C:12]([C:13]3[NH:17][C:16]([O:18][CH3:19])=[N:15][N:14]=3)=[CH:11][C:7]([C:8]([N:25]3[CH2:24][C:23]([C:27]4[CH:28]=[CH:29][C:30]([C:31]#[N:32])=[CH:33][CH:34]=4)([F:22])[CH2:26]3)=[O:10])=[C:6]([CH3:20])[CH:5]=2)[CH2:2][CH2:3]1. (7) Given the reactants [C:1]([C:5]1[N:10]=[CH:9][C:8]([C:11]2[N:12]([C:32](Cl)=[O:33])[C@@:13]([C:25]3[CH:30]=[CH:29][C:28]([Cl:31])=[CH:27][CH:26]=3)([CH3:24])[C@@:14]([C:17]3[CH:22]=[CH:21][C:20]([Cl:23])=[CH:19][CH:18]=3)([CH3:16])[N:15]=2)=[C:7]([O:35][CH2:36][CH3:37])[CH:6]=1)([CH3:4])([CH3:3])[CH3:2].[NH:38]1[CH2:43][CH2:42][S:41](=[O:45])(=[O:44])[CH2:40][CH2:39]1, predict the reaction product. The product is: [C:1]([C:5]1[N:10]=[CH:9][C:8]([C:11]2[N:12]([C:32]([N:38]3[CH2:43][CH2:42][S:41](=[O:45])(=[O:44])[CH2:40][CH2:39]3)=[O:33])[C@@:13]([C:25]3[CH:30]=[CH:29][C:28]([Cl:31])=[CH:27][CH:26]=3)([CH3:24])[C@@:14]([C:17]3[CH:22]=[CH:21][C:20]([Cl:23])=[CH:19][CH:18]=3)([CH3:16])[N:15]=2)=[C:7]([O:35][CH2:36][CH3:37])[CH:6]=1)([CH3:2])([CH3:3])[CH3:4].